Dataset: hERG potassium channel inhibition data for cardiac toxicity prediction from Karim et al.. Task: Regression/Classification. Given a drug SMILES string, predict its toxicity properties. Task type varies by dataset: regression for continuous values (e.g., LD50, hERG inhibition percentage) or binary classification for toxic/non-toxic outcomes (e.g., AMES mutagenicity, cardiotoxicity, hepatotoxicity). Dataset: herg_karim. (1) The molecule is COC(=O)CCCCOc1ccc2ncc(F)c(CCC34CCC(NCc5ccc6c(n5)NC(=O)CO6)(CC3)CO4)c2n1. The result is 1 (blocker). (2) The compound is Cc1ccc(C2CC=CCNC2)cc1Cl. The result is 0 (non-blocker). (3) The molecule is CC(=O)c1cccc(CNc2cc(C(F)(F)F)cc3ncc(N4CCN(C)CC4)cc23)c1. The result is 0 (non-blocker). (4) The molecule is N[C@@H]1C(=O)NC[C@H]1Oc1ccc2ncc(F)c(CCC34CCC(NCc5ccc6c(n5)NC(=O)CO6)(CC3)CO4)c2n1. The result is 0 (non-blocker). (5) The compound is NC[C@]1(c2cccc(Cl)c2)CC[C@H](N2CCc3c(nc(C(F)(F)F)nc3C3CC3)C2=O)CC1. The result is 1 (blocker).